From a dataset of Acute oral toxicity (LD50) regression data from Zhu et al.. Regression/Classification. Given a drug SMILES string, predict its toxicity properties. Task type varies by dataset: regression for continuous values (e.g., LD50, hERG inhibition percentage) or binary classification for toxic/non-toxic outcomes (e.g., AMES mutagenicity, cardiotoxicity, hepatotoxicity). Dataset: ld50_zhu. (1) The molecule is CC(C)CC(CC(C)C)OCCOCCO. The rat oral LD50 is 1.43, given as -log10 of the dose in mol/kg body weight (higher means more acutely toxic). (2) The drug is O=C(O)c1cccc(C(=O)O)c1. The rat oral LD50 is 1.20, given as -log10 of the dose in mol/kg body weight (higher means more acutely toxic).